This data is from Full USPTO retrosynthesis dataset with 1.9M reactions from patents (1976-2016). The task is: Predict the reactants needed to synthesize the given product. Given the product [CH3:25][O:26][CH2:27][CH2:28][O:8][C:4]1[CH:5]=[CH:6][CH:7]=[C:2]([CH3:1])[C:3]=1[N+:9]([O-:11])=[O:10], predict the reactants needed to synthesize it. The reactants are: [CH3:1][C:2]1[C:3]([N+:9]([O-:11])=[O:10])=[C:4]([OH:8])[CH:5]=[CH:6][CH:7]=1.C1(O)C=CC=CC=1.C(=O)([O-])[O-].[K+].[K+].[CH3:25][O:26][CH2:27][CH2:28]Br.